Dataset: Reaction yield outcomes from USPTO patents with 853,638 reactions. Task: Predict the reaction yield, written as a fraction of the theoretical maximum amount of product (1.0 means a 100% yield; for example, 0.34 means a 34% yield). (1) The reactants are [NH2:1][C:2]1[CH:7]=[CH:6][C:5]([C:8]2[CH:13]=[CH:12][C:11]([C:14](=[O:23])[CH2:15][C:16]([CH3:22])([CH3:21])[C:17]([O:19]C)=[O:18])=[CH:10][CH:9]=2)=[CH:4][CH:3]=1.Cl[C:25]1[NH:29][C:28]2[CH:30]=[CH:31][CH:32]=[CH:33][C:27]=2[N:26]=1.S1C2C=CC=CC=2N=C1NC1C=CC(C2C=CC(C(=O)CC(C)(C)C(O)=O)=CC=2)=CC=1. No catalyst specified. The product is [NH:26]1[C:27]2[CH:33]=[CH:32][CH:31]=[CH:30][C:28]=2[N:29]=[C:25]1[NH:1][C:2]1[CH:3]=[CH:4][C:5]([C:8]2[CH:13]=[CH:12][C:11]([C:14](=[O:23])[CH2:15][C:16]([CH3:21])([CH3:22])[C:17]([OH:19])=[O:18])=[CH:10][CH:9]=2)=[CH:6][CH:7]=1. The yield is 0.480. (2) The reactants are Br[C:2]1[C:3]([C:10]([NH:12][C:13]2[CH:26]=[CH:25][C:16]3[O:17][C:18]([F:24])([F:23])[C:19]([F:22])([F:21])[O:20][C:15]=3[CH:14]=2)=[O:11])=[N:4][C:5]([S:8][CH3:9])=[N:6][CH:7]=1.CN[C:29]1[CH:34]=[CH:33][N:32]=[CH:31][CH:30]=1.C([O-])([O-])=O.[K+].[K+].[CH3:41][N:42](C=O)C. No catalyst specified. The product is [CH3:9][S:8][C:5]1[N:4]=[C:3]([C:10]([NH:12][C:13]2[CH:26]=[CH:25][C:16]3[O:17][C:18]([F:24])([F:23])[C:19]([F:22])([F:21])[O:20][C:15]=3[CH:14]=2)=[O:11])[C:2]([NH:42][CH2:41][C:29]2[CH:30]=[CH:31][N:32]=[CH:33][CH:34]=2)=[CH:7][N:6]=1. The yield is 0.340. (3) The reactants are C(OC([N:8]1[C:12]2[CH:13]=[CH:14][CH:15]=[CH:16][C:11]=2[N:10]=[C:9]1[CH2:17][NH:18][CH:19]1[C:28]2[N:27]=[CH:26][CH:25]=[CH:24][C:23]=2[CH2:22][CH2:21][CH2:20]1)=O)(C)(C)C.C(N(CC)C(C)C)(C)C.C([O:41][C:42]1[CH:47]=[C:46]([CH2:48]Br)[CH:45]=[CH:44][C:43]=1[C:50]#[N:51])(=O)C. The catalyst is CC#N. The yield is 0.510. The product is [NH2:51][CH2:50][C:43]1[CH:44]=[CH:45][C:46]([CH2:48][N:18]([CH2:17][C:9]2[NH:8][C:12]3[CH:13]=[CH:14][CH:15]=[CH:16][C:11]=3[N:10]=2)[CH:19]2[C:28]3[N:27]=[CH:26][CH:25]=[CH:24][C:23]=3[CH2:22][CH2:21][CH2:20]2)=[CH:47][C:42]=1[OH:41]. (4) The reactants are Cl[CH2:2][C:3]1[N:4]([C:20]2[CH:25]=[CH:24][C:23]([N+:26]([O-:28])=[O:27])=[CH:22][CH:21]=2)[CH:5]=[C:6]([C:8]2[C:9]([C:14]3[CH:19]=[CH:18][CH:17]=[CH:16][CH:15]=3)=[N:10][O:11][C:12]=2[CH3:13])[N:7]=1.[Br:29][C:30]1[CH:37]=[CH:36][C:33]([CH2:34][OH:35])=[CH:32][CH:31]=1. No catalyst specified. The product is [Br:29][C:30]1[CH:37]=[CH:36][C:33]([CH2:34][O:35][CH2:2][C:3]2[N:4]([C:20]3[CH:25]=[CH:24][C:23]([N+:26]([O-:28])=[O:27])=[CH:22][CH:21]=3)[CH:5]=[C:6]([C:8]3[C:9]([C:14]4[CH:19]=[CH:18][CH:17]=[CH:16][CH:15]=4)=[N:10][O:11][C:12]=3[CH3:13])[N:7]=2)=[CH:32][CH:31]=1. The yield is 0.150. (5) The reactants are C(N(CC)C(=O)C1C(=CC=CC=1)O)C.[O-]P([O-])([O-])=O.[K+].[K+].[K+].Br[C:24]1[CH:25]=[C:26]([CH3:31])[CH:27]=[C:28]([CH3:30])[CH:29]=1.[CH3:32][C@@H:33]([NH2:40])[C:34]1[CH:39]=[CH:38][CH:37]=[CH:36][CH:35]=1.[OH-].[NH4+].CCCCCCCCCCCC. The catalyst is O.C(OCC)(=O)C.CN(C=O)C. The product is [CH3:30][C:28]1[CH:29]=[C:24]([NH:40][C@H:33]([CH3:32])[C:34]2[CH:39]=[CH:38][CH:37]=[CH:36][CH:35]=2)[CH:25]=[C:26]([CH3:31])[CH:27]=1. The yield is 0.710.